Predict which catalyst facilitates the given reaction. From a dataset of Catalyst prediction with 721,799 reactions and 888 catalyst types from USPTO. (1) Product: [NH:36]1[C:37]2[C:33](=[CH:32][CH:31]=[C:30]([N:22]3[C@@H:23]4[C@@H:28]([CH2:27][CH2:26][CH2:25][CH2:24]4)[NH:29][C:20]([CH3:49])([CH3:19])[CH2:21]3)[CH:38]=2)[CH:34]=[CH:35]1. The catalyst class is: 7. Reactant: [F-].C([N+](CCCC)(CCCC)CCCC)CCC.[CH3:19][C:20]1([CH3:49])[NH:29][C@H:28]2[C@H:23]([CH2:24][CH2:25][CH2:26][CH2:27]2)[N:22]([C:30]2[CH:38]=[C:37]3[C:33]([CH:34]=[CH:35][N:36]3[Si](C(C)C)(C(C)C)C(C)C)=[CH:32][CH:31]=2)[CH2:21]1. (2) Reactant: [Br:1][C:2]1[CH:3]=[C:4]2[C:9](=[CH:10][CH:11]=1)[NH:8][CH2:7][N:6]1[C:12]3[CH:13]=[CH:14][CH:15]=[CH:16][C:17]=3[CH:18]=[C:5]21.C(N(CC)CC)C.[CH3:26][S:27](Cl)(=[O:29])=[O:28]. Product: [Br:1][C:2]1[CH:3]=[C:4]2[C:9](=[CH:10][CH:11]=1)[N:8]([S:27]([CH3:26])(=[O:29])=[O:28])[CH2:7][N:6]1[C:12]3[CH:13]=[CH:14][CH:15]=[CH:16][C:17]=3[CH:18]=[C:5]21. The catalyst class is: 2. (3) Reactant: C[O:2][C:3]1[CH:28]=[CH:27][C:6]2[N:7]([C:10]3[CH:19]=[CH:18][C:17]4[C:12](=[C:13]([N:20]5[CH2:25][CH2:24][CH:23]([NH2:26])[CH2:22][CH2:21]5)[CH:14]=[CH:15][CH:16]=4)[N:11]=3)[CH:8]=[N:9][C:5]=2[CH:4]=1.B(Br)(Br)Br.C(=O)([O-])[O-].[Na+].[Na+]. Product: [NH2:26][CH:23]1[CH2:24][CH2:25][N:20]([C:13]2[CH:14]=[CH:15][CH:16]=[C:17]3[C:12]=2[N:11]=[C:10]([N:7]2[C:6]4[CH:27]=[CH:28][C:3]([OH:2])=[CH:4][C:5]=4[N:9]=[CH:8]2)[CH:19]=[CH:18]3)[CH2:21][CH2:22]1. The catalyst class is: 2. (4) Reactant: [OH:1][C:2]1([C:22]([F:25])([F:24])[F:23])[N:6]([C:7]2[CH:15]=[CH:14][C:10]([C:11]([OH:13])=[O:12])=[CH:9][N:8]=2)[N:5]=[C:4]([C:16]2[CH:17]=[N:18][CH:19]=[CH:20][CH:21]=2)[CH2:3]1.C1(N(CCC)[C:33]2[CH:38]=[CH:37][CH:36]=[CH:35][CH:34]=2)C=CC=CC=1.CN(C)[CH2:44][CH2:45][CH2:46][N:47]=C=NCC.O.ON1[C:59]2[CH:60]=[CH:61][CH:62]=[CH:63][C:58]=2N=N1.C(N(C(C)C)CC)(C)C.C(=O)(O)[O-].[Na+]. Product: [OH:1][C:2]1([C:22]([F:25])([F:24])[F:23])[N:6]([C:7]2[CH:15]=[CH:14][C:10]([C:11]([OH:13])=[O:12])=[CH:9][N:8]=2)[N:5]=[C:4]([C:16]2[CH:17]=[N:18][CH:19]=[CH:20][CH:21]=2)[CH2:3]1.[C:58]1([CH:44]([C:33]2[CH:34]=[CH:35][CH:36]=[CH:37][CH:38]=2)[CH2:45][CH2:46][NH:47][C:11](=[O:13])[C:10]2[CH:14]=[CH:15][C:7]([N:6]3[C:2]([OH:1])([C:22]([F:24])([F:23])[F:25])[CH2:3][C:4]([C:16]4[CH:17]=[N:18][CH:19]=[CH:20][CH:21]=4)=[N:5]3)=[N:8][CH:9]=2)[CH:63]=[CH:62][CH:61]=[CH:60][CH:59]=1. The catalyst class is: 9. (5) Reactant: Cl[C:2]([F:26])([F:25])[C:3]1[N:8]=[C:7]([CH3:9])[C:6]([C:10]([C:12]2[C:17](=[O:18])[CH2:16][CH2:15][C:14]([CH3:23])([C:19]([O:21][CH3:22])=[O:20])[C:13]=2[OH:24])=[O:11])=[CH:5][CH:4]=1.C[Si]([SiH]([Si](C)(C)C)[Si](C)(C)C)(C)C. Product: [F:26][CH:2]([F:25])[C:3]1[N:8]=[C:7]([CH3:9])[C:6]([C:10]([C:12]2[C:17](=[O:18])[CH2:16][CH2:15][C:14]([CH3:23])([C:19]([O:21][CH3:22])=[O:20])[C:13]=2[OH:24])=[O:11])=[CH:5][CH:4]=1. The catalyst class is: 11. (6) Reactant: CS(O[CH2:6][C:7]1[CH:12]=[CH:11][C:10]([CH:13]2[CH2:18][CH2:17][N:16]([C:19]([O:21][C:22]([CH3:25])([CH3:24])[CH3:23])=[O:20])[CH2:15][CH2:14]2)=[CH:9][N:8]=1)(=O)=O.[CH3:26][S:27]([C:30]1[CH:31]=[C:32]2[C:36](=[CH:37][CH:38]=1)[NH:35][CH:34]=[CH:33]2)(=[O:29])=[O:28].[OH-].[K+].C1OCCOCCOCCOCCOCCOC1. Product: [CH3:26][S:27]([C:30]1[CH:31]=[C:32]2[C:36](=[CH:37][CH:38]=1)[N:35]([CH2:6][C:7]1[CH:12]=[CH:11][C:10]([CH:13]3[CH2:14][CH2:15][N:16]([C:19]([O:21][C:22]([CH3:23])([CH3:24])[CH3:25])=[O:20])[CH2:17][CH2:18]3)=[CH:9][N:8]=1)[CH:34]=[CH:33]2)(=[O:29])=[O:28]. The catalyst class is: 93. (7) Reactant: [Cl:1][C:2]1[CH:7]=[CH:6][CH:5]=[CH:4][C:3]=1[C:8]1[N:12]2[C:13]3[C:18]([N:19]=[C:20]([CH3:21])[C:11]2=[C:10]([CH3:33])[N:9]=1)=[CH:17][C:16]([O:22][CH2:23][C:24]1[CH:29]=[CH:28][CH:27]=[C:26]([N+:30]([O-])=O)[CH:25]=1)=[CH:15][CH:14]=3.O.NN. The catalyst class is: 94. Product: [NH2:30][C:26]1[CH:25]=[C:24]([CH:29]=[CH:28][CH:27]=1)[CH2:23][O:22][C:16]1[CH:17]=[C:18]2[C:13](=[CH:14][CH:15]=1)[N:12]1[C:8]([C:3]3[CH:4]=[CH:5][CH:6]=[CH:7][C:2]=3[Cl:1])=[N:9][C:10]([CH3:33])=[C:11]1[C:20]([CH3:21])=[N:19]2. (8) Reactant: [F:1][C:2]([F:7])([F:6])[C:3]([OH:5])=[O:4].[NH2:8][C:9]1[N:10]([CH3:28])[C:11](=[O:27])[C:12]2([N:26]=1)[C:21]1[C:16](=[CH:17][CH:18]=[C:19](Br)[CH:20]=1)[C:15](=[O:23])[C:14]([CH3:25])([CH3:24])[CH2:13]2.[N:29]1[CH:34]=[C:33](B(O)O)[CH:32]=[N:31][CH:30]=1.C([O-])([O-])=O.[Na+].[Na+].O1CCOCC1. Product: [F:1][C:2]([F:7])([F:6])[C:3]([OH:5])=[O:4].[NH2:8][C:9]1[N:10]([CH3:28])[C:11](=[O:27])[C:12]2([N:26]=1)[C:21]1[C:16](=[CH:17][CH:18]=[C:19]([C:33]3[CH:34]=[N:29][CH:30]=[N:31][CH:32]=3)[CH:20]=1)[C:15](=[O:23])[C:14]([CH3:25])([CH3:24])[CH2:13]2. The catalyst class is: 73.